From a dataset of Forward reaction prediction with 1.9M reactions from USPTO patents (1976-2016). Predict the product of the given reaction. (1) Given the reactants [F:1][C:2]([F:16])([F:15])/[CH:3]=[CH:4]/[C:5]1[CH:13]=[CH:12][C:8]([C:9]([OH:11])=O)=[C:7]([CH3:14])[CH:6]=1.C(Cl)(=O)C(Cl)=O.[CH3:23][O:24][C:25]([C:27]1[CH:28]=[N:29][C:30]2[C:35]([CH:36]=1)=[CH:34][CH:33]=[C:32]([NH2:37])[CH:31]=2)=[O:26], predict the reaction product. The product is: [CH3:14][C:7]1[CH:6]=[C:5](/[CH:4]=[CH:3]/[C:2]([F:1])([F:16])[F:15])[CH:13]=[CH:12][C:8]=1[C:9]([NH:37][C:32]1[CH:31]=[C:30]2[C:35]([CH:36]=[C:27]([C:25]([O:24][CH3:23])=[O:26])[CH:28]=[N:29]2)=[CH:34][CH:33]=1)=[O:11]. (2) Given the reactants CC1(C)C(C)(C)OB([C:9]2[CH:18]=[CH:17][CH:16]=[C:15]3[C:10]=2[CH2:11][CH2:12][N:13]([C:19]([O:21][C:22]([CH3:25])([CH3:24])[CH3:23])=[O:20])[CH2:14]3)O1.Br[C:28]1[CH:33]=[CH:32][C:31]([C:34]([F:37])([F:36])[F:35])=[CH:30][C:29]=1[N:38]1[C:42]([CH3:43])=[CH:41][N:40]=[CH:39]1.P([O-])([O-])([O-])=O.[K+].[K+].[K+], predict the reaction product. The product is: [CH3:43][C:42]1[N:38]([C:29]2[CH:30]=[C:31]([C:34]([F:37])([F:35])[F:36])[CH:32]=[CH:33][C:28]=2[C:9]2[CH:18]=[CH:17][CH:16]=[C:15]3[C:10]=2[CH2:11][CH2:12][N:13]([C:19]([O:21][C:22]([CH3:23])([CH3:24])[CH3:25])=[O:20])[CH2:14]3)[CH:39]=[N:40][CH:41]=1. (3) Given the reactants FC(F)(F)C([N:25]1[CH2:29][C@H:28]([OH:30])[C@@H:27]([OH:31])[CH2:26]1)C1C=CC2N(C(C3C=CC4C(=C(OC)C=CC=4)N=3)=NN=2)C=1.C(N(CC)CC)C.[CH3:53][C:52]([O:51][C:49](O[C:49]([O:51][C:52]([CH3:55])([CH3:54])[CH3:53])=[O:50])=[O:50])([CH3:55])[CH3:54], predict the reaction product. The product is: [OH:31][C@@H:27]1[C@@H:28]([OH:30])[CH2:29][N:25]([C:49]([O:51][C:52]([CH3:53])([CH3:54])[CH3:55])=[O:50])[CH2:26]1.